This data is from NCI-60 drug combinations with 297,098 pairs across 59 cell lines. The task is: Regression. Given two drug SMILES strings and cell line genomic features, predict the synergy score measuring deviation from expected non-interaction effect. (1) Drug 1: C#CCC(CC1=CN=C2C(=N1)C(=NC(=N2)N)N)C3=CC=C(C=C3)C(=O)NC(CCC(=O)O)C(=O)O. Drug 2: C1CNP(=O)(OC1)N(CCCl)CCCl. Cell line: SK-MEL-5. Synergy scores: CSS=5.21, Synergy_ZIP=-0.249, Synergy_Bliss=1.45, Synergy_Loewe=5.12, Synergy_HSA=-0.417. (2) Drug 1: C1=CN(C(=O)N=C1N)C2C(C(C(O2)CO)O)O.Cl. Drug 2: CC1=C(C=C(C=C1)NC(=O)C2=CC=C(C=C2)CN3CCN(CC3)C)NC4=NC=CC(=N4)C5=CN=CC=C5. Cell line: HOP-62. Synergy scores: CSS=43.8, Synergy_ZIP=-1.57, Synergy_Bliss=1.93, Synergy_Loewe=-13.3, Synergy_HSA=2.01. (3) Drug 1: C1=CC(=CC=C1CCCC(=O)O)N(CCCl)CCCl. Drug 2: CS(=O)(=O)CCNCC1=CC=C(O1)C2=CC3=C(C=C2)N=CN=C3NC4=CC(=C(C=C4)OCC5=CC(=CC=C5)F)Cl. Cell line: OVCAR-4. Synergy scores: CSS=2.47, Synergy_ZIP=-1.45, Synergy_Bliss=-1.72, Synergy_Loewe=-5.27, Synergy_HSA=-2.69.